Task: Predict the product of the given reaction.. Dataset: Forward reaction prediction with 1.9M reactions from USPTO patents (1976-2016) (1) Given the reactants II.[CH3:3][CH:4]([OH:19])[CH:5]([OH:18])[C:6]1[N:11]=[C:10]2[C:12]([N:14]=[C:15]([NH2:17])[NH:16][C:9]2=[N:8][CH:7]=1)=[O:13], predict the reaction product. The product is: [CH3:3][C@H:4]([OH:19])[C@H:5]([OH:18])[C:6]1[N:11]=[C:10]2[C:12]([N:14]=[C:15]([NH2:17])[NH:16][C:9]2=[N:8][CH:7]=1)=[O:13]. (2) The product is: [F:45][C:2]([F:1])([F:46])[C@H:3]1[CH2:8][CH2:7][C@H:6]([NH:9][C:10]([C:12]2[C:39]([O:40][CH2:41][CH:42]([F:43])[F:44])=[CH:38][C:15]3[N:16]([CH3:37])[C:17]([NH:19][C:20]4[C:25]([Cl:26])=[CH:24][CH:23]=[C:22]([CH2:27][NH2:28])[C:21]=4[Cl:36])=[N:18][C:14]=3[CH:13]=2)=[O:11])[CH2:5][CH2:4]1. Given the reactants [F:1][C:2]([F:46])([F:45])[C@H:3]1[CH2:8][CH2:7][C@H:6]([NH:9][C:10]([C:12]2[C:39]([O:40][CH2:41][CH:42]([F:44])[F:43])=[CH:38][C:15]3[N:16]([CH3:37])[C:17]([NH:19][C:20]4[C:25]([Cl:26])=[CH:24][CH:23]=[C:22]([CH2:27][NH:28]C(OC(C)(C)C)=O)[C:21]=4[Cl:36])=[N:18][C:14]=3[CH:13]=2)=[O:11])[CH2:5][CH2:4]1.Cl, predict the reaction product. (3) Given the reactants [Cl:1][C:2]1[C:3]([N:46]([CH3:48])[CH3:47])=[CH:4][C:5]2[O:10][CH:9]([C:11]([N:13]3[CH2:18][CH2:17][C:16]([CH2:27][O:28]C(C4CNC5C=C(Cl)C(N(C)C)=CC=5O4)=O)([CH2:19][C:20]4[CH:25]=[CH:24][C:23]([F:26])=[CH:22][CH:21]=4)[CH2:15][CH2:14]3)=[O:12])[CH2:8][NH:7][C:6]=2[CH:45]=1.O[Li].O, predict the reaction product. The product is: [Cl:1][C:2]1[C:3]([N:46]([CH3:47])[CH3:48])=[CH:4][C:5]2[O:10][CH:9]([C:11]([N:13]3[CH2:14][CH2:15][C:16]([CH2:19][C:20]4[CH:21]=[CH:22][C:23]([F:26])=[CH:24][CH:25]=4)([CH2:27][OH:28])[CH2:17][CH2:18]3)=[O:12])[CH2:8][NH:7][C:6]=2[CH:45]=1. (4) The product is: [C:1]([O:5][C:6](=[O:26])[NH:7][CH2:8][CH:9]1[CH2:10][CH2:11][N:12]([S:15]([C:18]2[CH:23]=[CH:22][C:21]([C:24]([NH2:35])=[N:25][OH:34])=[CH:20][CH:19]=2)(=[O:17])=[O:16])[CH2:13][CH2:14]1)([CH3:4])([CH3:2])[CH3:3]. Given the reactants [C:1]([O:5][C:6](=[O:26])[NH:7][CH2:8][CH:9]1[CH2:14][CH2:13][N:12]([S:15]([C:18]2[CH:23]=[CH:22][C:21]([C:24]#[N:25])=[CH:20][CH:19]=2)(=[O:17])=[O:16])[CH2:11][CH2:10]1)([CH3:4])([CH3:3])[CH3:2].C(=O)([O-])[O-].[K+].[K+].Cl.[OH-:34].[NH4+:35], predict the reaction product. (5) The product is: [F:47][C:48]([F:53])([F:52])[C:49]([O-:51])=[O:50].[F:47][C:48]([F:53])([F:52])[C:49]([O-:51])=[O:50].[NH3+:38][C:9](=[NH:8])[N:10]([CH3:37])[CH2:11][C:12]([NH:14][CH2:15][CH2:16][CH2:17][P+:18]([C:19]1[CH:24]=[CH:23][CH:22]=[CH:21][CH:20]=1)([C:25]1[CH:26]=[CH:27][CH:28]=[CH:29][CH:30]=1)[C:31]1[CH:36]=[CH:35][CH:34]=[CH:33][CH:32]=1)=[O:13]. Given the reactants C(OC([NH:8]/[C:9](=[N:38]\C(OC(C)(C)C)=O)/[N:10]([CH3:37])[CH2:11][C:12]([NH:14][CH2:15][CH2:16][CH2:17][P+:18]([C:31]1[CH:36]=[CH:35][CH:34]=[CH:33][CH:32]=1)([C:25]1[CH:30]=[CH:29][CH:28]=[CH:27][CH:26]=1)[C:19]1[CH:24]=[CH:23][CH:22]=[CH:21][CH:20]=1)=[O:13])=O)(C)(C)C.[Br-].[F:47][C:48]([F:53])([F:52])[C:49]([OH:51])=[O:50], predict the reaction product.